The task is: Predict the reactants needed to synthesize the given product.. This data is from Retrosynthesis with 50K atom-mapped reactions and 10 reaction types from USPTO. Given the product CC(C)(C)OC(=O)Nc1ccc(Cl)cc1O, predict the reactants needed to synthesize it. The reactants are: CC(C)(C)OC(=O)OC(=O)OC(C)(C)C.Nc1ccc(Cl)cc1O.